Dataset: Forward reaction prediction with 1.9M reactions from USPTO patents (1976-2016). Task: Predict the product of the given reaction. (1) Given the reactants [CH:1]1([N:7]2[C:11]3[N:12]=[C:13]([CH:17]4[CH2:20][N:19]([C:21]([NH:23][C:24](=O)[C:25]5[CH:30]=[CH:29][CH:28]=[CH:27][CH:26]=5)=S)[CH2:18]4)[NH:14][C:15](=[O:16])[C:10]=3[CH:9]=[N:8]2)[CH2:6][CH2:5][CH2:4][CH2:3][CH2:2]1.O.[NH2:33][NH2:34], predict the reaction product. The product is: [CH:1]1([N:7]2[C:11]3[N:12]=[C:13]([CH:17]4[CH2:20][N:19]([C:21]5[NH:23][C:24]([C:25]6[CH:26]=[CH:27][CH:28]=[CH:29][CH:30]=6)=[N:34][N:33]=5)[CH2:18]4)[NH:14][C:15](=[O:16])[C:10]=3[CH:9]=[N:8]2)[CH2:6][CH2:5][CH2:4][CH2:3][CH2:2]1. (2) The product is: [CH3:1][C:2]1[N:7]=[C:6]([C:8]2[CH:13]=[CH:12][N:11]=[C:10]([C:14]3[CH:15]=[C:16]([NH:20][S:32]([CH3:31])(=[O:34])=[O:33])[CH:17]=[CH:18][CH:19]=3)[CH:9]=2)[CH:5]=[C:4]([C:21]2[CH:26]=[CH:25][C:24]([C:27]([F:28])([F:30])[F:29])=[CH:23][CH:22]=2)[CH:3]=1. Given the reactants [CH3:1][C:2]1[N:7]=[C:6]([C:8]2[CH:13]=[CH:12][N:11]=[C:10]([C:14]3[CH:15]=[C:16]([NH2:20])[CH:17]=[CH:18][CH:19]=3)[CH:9]=2)[CH:5]=[C:4]([C:21]2[CH:26]=[CH:25][C:24]([C:27]([F:30])([F:29])[F:28])=[CH:23][CH:22]=2)[CH:3]=1.[CH3:31][S:32](Cl)(=[O:34])=[O:33], predict the reaction product.